From a dataset of Reaction yield outcomes from USPTO patents with 853,638 reactions. Predict the reaction yield, written as a fraction of the theoretical maximum amount of product (1.0 means a 100% yield; for example, 0.34 means a 34% yield). The reactants are [CH3:1][C:2]1[C:6]([CH2:7][N:8]2[CH:12]=[C:11]([N:13]3[C:17](=[O:18])[N:16](C(OCC)=O)[N:15]([CH3:24])[C:14]3=[O:25])[CH:10]=[N:9]2)=[C:5]([CH3:26])[O:4][N:3]=1.CN(C=O)C.C(#N)C.Cl. The catalyst is CO. The product is [CH3:1][C:2]1[C:6]([CH2:7][N:8]2[CH:12]=[C:11]([N:13]3[C:14](=[O:25])[N:15]([CH3:24])[NH:16][C:17]3=[O:18])[CH:10]=[N:9]2)=[C:5]([CH3:26])[O:4][N:3]=1. The yield is 0.890.